Dataset: Catalyst prediction with 721,799 reactions and 888 catalyst types from USPTO. Task: Predict which catalyst facilitates the given reaction. (1) Reactant: [F:1][C:2]1([F:12])[O:6][C:5]2[CH:7]=[CH:8][C:9]([OH:11])=[CH:10][C:4]=2[O:3]1.C([Mg]Cl)(C)C.[F:18][C:19]([F:38])([F:37])[C:20]1[O:24][C:23]([CH2:25][N:26]2[C:34]3[C:29](=[CH:30][CH:31]=[CH:32][CH:33]=3)[C:28](=[O:35])[C:27]2=[O:36])=[CH:22][CH:21]=1.[Cl-].[NH4+]. Product: [F:12][C:2]1([F:1])[O:3][C:4]2[CH:10]=[C:9]([OH:11])[C:8]([C:28]3([OH:35])[C:29]4[C:34](=[CH:33][CH:32]=[CH:31][CH:30]=4)[N:26]([CH2:25][C:23]4[O:24][C:20]([C:19]([F:38])([F:37])[F:18])=[CH:21][CH:22]=4)[C:27]3=[O:36])=[CH:7][C:5]=2[O:6]1. The catalyst class is: 7. (2) Reactant: Br[C:2]1[CH:3]=[C:4]2[C:9](=[CH:10][CH:11]=1)[O:8][CH:7]([C:12]1[CH:13]=[C:14]([C:18]3[C:23]([CH3:24])=[CH:22][CH:21]=[CH:20][C:19]=3[CH3:25])[CH:15]=[CH:16][CH:17]=1)[CH2:6][CH2:5]2.C(P(C(C)(C)C)C(C)(C)C)(C)(C)C.C1(N(C)C2CCCCC2)CCCCC1.[C:53]([O:57][CH3:58])(=[O:56])[CH:54]=[CH2:55]. Product: [CH3:24][C:23]1[CH:22]=[CH:21][CH:20]=[C:19]([CH3:25])[C:18]=1[C:14]1[CH:15]=[CH:16][CH:17]=[C:12]([CH:7]2[CH2:6][CH2:5][C:4]3[C:9](=[CH:10][CH:11]=[C:2](/[CH:55]=[CH:54]/[C:53]([O:57][CH3:58])=[O:56])[CH:3]=3)[O:8]2)[CH:13]=1. The catalyst class is: 552. (3) Reactant: [Cl:1][C:2]1[CH:7]=[C:6](Cl)[N:5]=[C:4]([NH2:9])[CH:3]=1.[CH:10]1(B(O)O)[CH2:12][CH2:11]1.C(=O)([O-])[O-].[Na+].[Na+].C1(C)C=CC=CC=1. Product: [Cl:1][C:2]1[CH:7]=[C:6]([CH:10]2[CH2:12][CH2:11]2)[N:5]=[C:4]([NH2:9])[CH:3]=1. The catalyst class is: 103. (4) Reactant: [F:1][C:2]1[CH:3]=[C:4]([N:8]2[C:12]([C:13]3[CH:18]=[CH:17][N:16]=[CH:15][CH:14]=3)=[CH:11][C:10]([C:19](O)=[O:20])=[N:9]2)[CH:5]=[CH:6][CH:7]=1.CCN(C(C)C)C(C)C.CN(C(ON1N=[N:46][C:41]2[CH:42]=[CH:43][CH:44]=[N:45][C:40]1=2)=[N+](C)C)C.F[P-](F)(F)(F)(F)F.NC1C=NC=CC=1. Product: [N:45]1[CH:44]=[CH:43][CH:42]=[C:41]([NH:46][C:19]([C:10]2[CH:11]=[C:12]([C:13]3[CH:18]=[CH:17][N:16]=[CH:15][CH:14]=3)[N:8]([C:4]3[CH:5]=[CH:6][CH:7]=[C:2]([F:1])[CH:3]=3)[N:9]=2)=[O:20])[CH:40]=1. The catalyst class is: 3. (5) Reactant: O1CCCC1.[Si]([O:23][CH2:24][CH2:25][C@H:26]([O:28][C:29]1[CH:34]=[CH:33][CH:32]=[CH:31][C:30]=1[C:35]1[CH:40]=[CH:39][C:38]([C:41]([N:43]2[CH2:48][CH2:47][CH:46]([N:49]3[C:58]4[C:53](=[N:54][CH:55]=[C:56]([Cl:59])[CH:57]=4)[CH2:52][C:51]([CH3:61])([CH3:60])[C:50]3=[O:62])[CH2:45][CH2:44]2)=[O:42])=[C:37]([F:63])[CH:36]=1)[CH3:27])(C(C)(C)C)(C1C=CC=CC=1)C1C=CC=CC=1.[F-].C([N+](CCCC)(CCCC)CCCC)CCC. Product: [Cl:59][C:56]1[CH:57]=[C:58]2[C:53]([CH2:52][C:51]([CH3:60])([CH3:61])[C:50](=[O:62])[N:49]2[CH:46]2[CH2:45][CH2:44][N:43]([C:41]([C:38]3[CH:39]=[CH:40][C:35]([C:30]4[CH:31]=[CH:32][CH:33]=[CH:34][C:29]=4[O:28][C@H:26]([CH3:27])[CH2:25][CH2:24][OH:23])=[CH:36][C:37]=3[F:63])=[O:42])[CH2:48][CH2:47]2)=[N:54][CH:55]=1. The catalyst class is: 13. (6) Reactant: [Cl:1][C:2]1[CH:3]=[C:4]([NH:9][NH2:10])[CH:5]=[CH:6][C:7]=1[Cl:8].CO[CH:13](OC)[CH2:14][C:15](=O)[CH3:16]. Product: [Cl:1][C:2]1[CH:3]=[C:4]([N:9]2[CH:13]=[CH:14][C:15]([CH3:16])=[N:10]2)[CH:5]=[CH:6][C:7]=1[Cl:8]. The catalyst class is: 88.